This data is from Forward reaction prediction with 1.9M reactions from USPTO patents (1976-2016). The task is: Predict the product of the given reaction. (1) Given the reactants Br[C:2]1[CH:7]=[CH:6][C:5]([C:8]2[N:12]([CH2:13][C@@H:14]3[CH2:18][CH2:17][N:16]([C:19]([CH:21]4[CH2:23][CH2:22]4)=[O:20])[CH2:15]3)[C:11](=[O:24])[C:10]3([CH2:28][CH2:27][CH2:26][CH2:25]3)[N:9]=2)=[CH:4][CH:3]=1.[O:29]1[C:33]2[CH:34]=[CH:35][C:36](B(O)O)=[CH:37][C:32]=2[CH:31]=[CH:30]1, predict the reaction product. The product is: [O:29]1[C:33]2[CH:34]=[CH:35][C:36]([C:2]3[CH:7]=[CH:6][C:5]([C:8]4[N:12]([CH2:13][C@@H:14]5[CH2:18][CH2:17][N:16]([C:19]([CH:21]6[CH2:22][CH2:23]6)=[O:20])[CH2:15]5)[C:11](=[O:24])[C:10]5([CH2:25][CH2:26][CH2:27][CH2:28]5)[N:9]=4)=[CH:4][CH:3]=3)=[CH:37][C:32]=2[CH:31]=[CH:30]1. (2) The product is: [Cl:11][C:12]1[CH:18]=[CH:17][C:15]([NH:16][C:2]2[C:7]([Cl:8])=[CH:6][C:5]([Cl:9])=[C:4]([N:19]3[CH:23]=[CH:22][CH:21]=[N:20]3)[N:3]=2)=[CH:14][CH:13]=1. Given the reactants Cl[C:2]1[C:7]([Cl:8])=[CH:6][C:5]([Cl:9])=[C:4](Cl)[N:3]=1.[Cl:11][C:12]1[CH:18]=[CH:17][C:15]([NH2:16])=[CH:14][CH:13]=1.[NH:19]1[CH:23]=[CH:22][CH:21]=[N:20]1, predict the reaction product. (3) Given the reactants [NH2:1][C:2]1[CH:7]=[CH:6][C:5]([C:8]([F:11])([F:10])[F:9])=[CH:4][C:3]=1[NH:12][CH:13]1[CH2:18][CH2:17][N:16]([C@H:19]2[CH2:23][CH2:22][N:21]([C:24]([O:26][CH2:27][CH3:28])=[O:25])[CH2:20]2)[CH2:15][CH2:14]1.C(N(CC)CC)C.Cl[C:37](Cl)([O:39]C(=O)OC(Cl)(Cl)Cl)Cl.O, predict the reaction product. The product is: [F:9][C:8]([F:10])([F:11])[C:5]1[CH:6]=[CH:7][C:2]2[NH:1][C:37](=[O:39])[N:12]([CH:13]3[CH2:18][CH2:17][N:16]([C@H:19]4[CH2:23][CH2:22][N:21]([C:24]([O:26][CH2:27][CH3:28])=[O:25])[CH2:20]4)[CH2:15][CH2:14]3)[C:3]=2[CH:4]=1. (4) Given the reactants [S:1]1[C:5]2[C:6]([C:10]3[CH:15]=[CH:14][CH:13]=[CH:12][N:11]=3)=[CH:7][CH:8]=[CH:9][C:4]=2[CH:3]=[CH:2]1.C([Li])CCC.[C:21]1([CH:27]=[N:28][S:29]([C:32]2[CH:42]=[CH:41][C:35]3[O:36][CH2:37][CH2:38][CH2:39][O:40][C:34]=3[CH:33]=2)(=[O:31])=[O:30])[CH:26]=[CH:25][CH:24]=[CH:23][CH:22]=1.[Cl-].[NH4+], predict the reaction product. The product is: [C:21]1([CH:27]([C:2]2[S:1][C:5]3[C:6]([C:10]4[CH:15]=[CH:14][CH:13]=[CH:12][N:11]=4)=[CH:7][CH:8]=[CH:9][C:4]=3[CH:3]=2)[NH:28][S:29]([C:32]2[CH:42]=[CH:41][C:35]3[O:36][CH2:37][CH2:38][CH2:39][O:40][C:34]=3[CH:33]=2)(=[O:30])=[O:31])[CH:22]=[CH:23][CH:24]=[CH:25][CH:26]=1. (5) Given the reactants [CH3:1][O:2][CH2:3][CH2:4][CH2:5][NH:6][C:7]1[CH:12]=[C:11]([CH:13]([CH3:15])[CH3:14])[N:10]=[CH:9][C:8]=1[C:16]([O:18]CC)=[O:17].[OH-].[Na+].Cl, predict the reaction product. The product is: [CH3:1][O:2][CH2:3][CH2:4][CH2:5][NH:6][C:7]1[CH:12]=[C:11]([CH:13]([CH3:14])[CH3:15])[N:10]=[CH:9][C:8]=1[C:16]([OH:18])=[O:17]. (6) Given the reactants [CH3:1][C:2]([C:5]1[CH:9]=[C:8]([C:10]([NH:12][C:13]2[CH:14]=[C:15]([C:19]([OH:21])=O)[CH:16]=[N:17][CH:18]=2)=[O:11])[N:7]([CH2:22][CH3:23])[N:6]=1)([CH3:4])[CH3:3].CCCP1(OP(CCC)(=O)OP(CCC)(=O)O1)=O.[CH2:42]([NH:44][CH2:45][CH3:46])[CH3:43], predict the reaction product. The product is: [CH3:3][C:2]([C:5]1[CH:9]=[C:8]([C:10]([NH:12][C:13]2[CH:14]=[C:15]([C:19]([N:44]([CH2:45][CH3:46])[CH2:42][CH3:43])=[O:21])[CH:16]=[N:17][CH:18]=2)=[O:11])[N:7]([CH2:22][CH3:23])[N:6]=1)([CH3:1])[CH3:4]. (7) The product is: [C:1]([C:5]1[CH:10]=[CH:9][CH:8]=[CH:7][C:6]=1[N:11]1[C:30]2[CH:29]=[CH:28][C:16]3[C:17](=[O:27])[N:18]([CH2:24][CH2:25][Br:33])[C:19](=[O:23])[C:20]4=[CH:21][CH:22]=[C:13]([C:14]=2[C:15]=34)[C:12]1=[O:31])([CH3:4])([CH3:3])[CH3:2]. Given the reactants [C:1]([C:5]1[CH:10]=[CH:9][CH:8]=[CH:7][C:6]=1[N:11]1[C:30]2[CH:29]=[CH:28][C:16]3[C:17](=[O:27])[N:18]([CH2:24][CH2:25]O)[C:19](=[O:23])[C:20]4=[CH:21][CH:22]=[C:13]([C:14]=2[C:15]=34)[C:12]1=[O:31])([CH3:4])([CH3:3])[CH3:2].P(Br)(Br)[Br:33], predict the reaction product. (8) Given the reactants [Li]CCCC.[F:6][C:7]1[CH:16]=[CH:15][C:10]2[S:11][CH:12]=[C:13]([CH3:14])[C:9]=2[CH:8]=1.[Cl:17][CH2:18][CH2:19][CH2:20]I, predict the reaction product. The product is: [Cl:17][CH2:18][CH2:19][CH2:20][C:12]1[S:11][C:10]2[CH:15]=[CH:16][C:7]([F:6])=[CH:8][C:9]=2[C:13]=1[CH3:14]. (9) Given the reactants C([NH:8][CH:9]1[CH2:15][CH2:14][C:13]2[CH:16]=[CH:17][CH:18]=[CH:19][C:12]=2[CH2:11][CH2:10]1)C1C=CC=CC=1, predict the reaction product. The product is: [CH:16]1[C:13]2[CH2:14][CH2:15][CH:9]([NH2:8])[CH2:10][CH2:11][C:12]=2[CH:19]=[CH:18][CH:17]=1. (10) Given the reactants [H-].[Na+].[Cl:3][C:4]1[C:8]([CH3:9])=[CH:7][S:6][C:5]=1[C:10]1([C:15]2[N:16]([CH3:21])[C:17](=[S:20])[NH:18][N:19]=2)[CH2:14][CH2:13][CH2:12][CH2:11]1.[Cl:22][C:23]1[CH:30]=[CH:29][CH:28]=[CH:27][C:24]=1[CH2:25]Br.C(=O)([O-])O.[Na+], predict the reaction product. The product is: [Cl:22][C:23]1[CH:30]=[CH:29][CH:28]=[CH:27][C:24]=1[CH2:25][S:20][C:17]1[N:16]([CH3:21])[C:15]([C:10]2([C:5]3[S:6][CH:7]=[C:8]([CH3:9])[C:4]=3[Cl:3])[CH2:14][CH2:13][CH2:12][CH2:11]2)=[N:19][N:18]=1.